This data is from Full USPTO retrosynthesis dataset with 1.9M reactions from patents (1976-2016). The task is: Predict the reactants needed to synthesize the given product. (1) Given the product [CH2:1]([O:8][C:9]1[N:10]=[N:11][C:12]([CH2:23][C:24]2[CH:25]=[CH:26][CH:27]=[C:28]([F:55])[CH:29]=2)=[CH:13][C:14]=1[O:15][CH2:16][C:17]1[CH:22]=[CH:21][CH:20]=[CH:19][CH:18]=1)[C:2]1[CH:7]=[CH:6][CH:5]=[CH:4][CH:3]=1, predict the reactants needed to synthesize it. The reactants are: [CH2:1]([O:8][C:9]1[N:10]=[N:11][C:12]([CH2:23][C:24]2[CH:29]=[CH:28][C:27](F)=[CH:26][CH:25]=2)=[CH:13][C:14]=1[O:15][CH2:16][C:17]1[CH:22]=[CH:21][CH:20]=[CH:19][CH:18]=1)[C:2]1[CH:7]=[CH:6][CH:5]=[CH:4][CH:3]=1.C(OC1N=NC(Cl)=CC=1OCC1C=CC=CC=1)C1C=CC=CC=1.[Cl-].[F:55]C1C=C(C=CC=1)C[Zn+]. (2) Given the product [C:1]([O:5][C:6](=[O:44])[CH2:7][CH:8]([NH:15][S:16]([C:19]1[CH:24]=[CH:23][CH:22]=[CH:21][C:20]=1[O:25][CH2:26][CH2:27][C:28]1[C:37]2[C:32](=[CH:33][CH:34]=[CH:35][CH:36]=2)[CH:31]=[CH:30][C:29]=1[O:38][CH2:39][CH2:40][N:41]([CH3:43])[CH3:42])(=[O:18])=[O:17])[CH:9]=[O:10])([CH3:2])([CH3:4])[CH3:3], predict the reactants needed to synthesize it. The reactants are: [C:1]([O:5][C:6](=[O:44])[CH2:7][CH:8]([NH:15][S:16]([C:19]1[CH:24]=[CH:23][CH:22]=[CH:21][C:20]=1[O:25][CH2:26][CH2:27][C:28]1[C:37]2[C:32](=[CH:33][CH:34]=[CH:35][CH:36]=2)[CH:31]=[CH:30][C:29]=1[O:38][CH2:39][CH2:40][N:41]([CH3:43])[CH3:42])(=[O:18])=[O:17])[C:9](N(OC)C)=[O:10])([CH3:4])([CH3:3])[CH3:2].C1COCC1.CCOCC.[H-].[H-].[H-].[H-].[Li+].[Al+3]. (3) The reactants are: [Si]([O:8][CH2:9][CH2:10][NH:11][C@H:12]1[CH2:17][CH2:16][C@H:15]([NH:18][C:19]2[CH:24]=[C:23]([C:25]3[CH:30]=[CH:29][CH:28]=[C:27]([NH:31][CH2:32][C:33]4[CH:38]=[CH:37][CH:36]=[C:35]([F:39])[CH:34]=4)[N:26]=3)[C:22]([Cl:40])=[CH:21][N:20]=2)[CH2:14][CH2:13]1)(C(C)(C)C)(C)C.CCCC[N+](CCCC)(CCCC)CCCC.[F-]. Given the product [Cl:40][C:22]1[C:23]([C:25]2[CH:30]=[CH:29][CH:28]=[C:27]([NH:31][CH2:32][C:33]3[CH:38]=[CH:37][CH:36]=[C:35]([F:39])[CH:34]=3)[N:26]=2)=[CH:24][C:19]([NH:18][C@H:15]2[CH2:14][CH2:13][C@H:12]([NH:11][CH2:10][CH2:9][OH:8])[CH2:17][CH2:16]2)=[N:20][CH:21]=1, predict the reactants needed to synthesize it. (4) Given the product [Cl:1][C:2]1[C:10]2[O:9][CH:8](/[CH:11]=[CH:12]/[C:13]([NH:29][CH2:30][C:31]3[CH:32]=[CH:33][C:34]([NH:37][C:38](=[O:44])[O:39][C:40]([CH3:42])([CH3:41])[CH3:43])=[N:35][CH:36]=3)=[O:15])[CH2:7][C:6]=2[C:5]([C:16]2[CH:21]=[CH:20][C:19]([C:22]([N:24]3[CH2:27][CH:26]([F:28])[CH2:25]3)=[O:23])=[CH:18][CH:17]=2)=[CH:4][CH:3]=1, predict the reactants needed to synthesize it. The reactants are: [Cl:1][C:2]1[C:10]2[O:9][CH:8](/[CH:11]=[CH:12]/[C:13]([OH:15])=O)[CH2:7][C:6]=2[C:5]([C:16]2[CH:21]=[CH:20][C:19]([C:22]([N:24]3[CH2:27][CH:26]([F:28])[CH2:25]3)=[O:23])=[CH:18][CH:17]=2)=[CH:4][CH:3]=1.[NH2:29][CH2:30][C:31]1[CH:32]=[CH:33][C:34]([NH:37][C:38](=[O:44])[O:39][C:40]([CH3:43])([CH3:42])[CH3:41])=[N:35][CH:36]=1.CCN=C=NCCCN(C)C.C1C=CC2N(O)N=NC=2C=1.CCN(C(C)C)C(C)C.